From a dataset of Peptide-MHC class II binding affinity with 134,281 pairs from IEDB. Regression. Given a peptide amino acid sequence and an MHC pseudo amino acid sequence, predict their binding affinity value. This is MHC class II binding data. (1) The peptide sequence is DHLISEMLSKEYAER. The MHC is DRB1_0101 with pseudo-sequence DRB1_0101. The binding affinity (normalized) is 0.512. (2) The peptide sequence is AFKVAATAANTAPAN. The MHC is DRB1_0401 with pseudo-sequence DRB1_0401. The binding affinity (normalized) is 0.680. (3) The peptide sequence is THFPFDEQNCSMK. The MHC is DRB1_1302 with pseudo-sequence DRB1_1302. The binding affinity (normalized) is 0. (4) The peptide sequence is ALLTSRLTGLALRNR. The MHC is DRB3_0202 with pseudo-sequence DRB3_0202. The binding affinity (normalized) is 0.136. (5) The peptide sequence is DKYNKQLMVSSCVTS. The MHC is DRB3_0101 with pseudo-sequence DRB3_0101. The binding affinity (normalized) is 0.214.